Dataset: Reaction yield outcomes from USPTO patents with 853,638 reactions. Task: Predict the reaction yield, written as a fraction of the theoretical maximum amount of product (1.0 means a 100% yield; for example, 0.34 means a 34% yield). The reactants are [F:1][C:2]1[CH:7]=[CH:6][C:5]([F:8])=[CH:4][C:3]=1[C@H:9]1[CH2:13][CH2:12][CH2:11][N:10]1[C:14]1[CH:19]=[CH:18][N:17]2[N:20]=[CH:21][C:22]([NH2:23])=[C:16]2[N:15]=1.C1N=CN([C:29]([N:31]2[CH:35]=N[CH:33]=[CH:32]2)=[O:30])C=1.N1CC[C@H:38]([OH:41])C1. The catalyst is C(Cl)Cl. The product is [F:1][C:2]1[CH:7]=[CH:6][C:5]([F:8])=[CH:4][C:3]=1[C@H:9]1[CH2:13][CH2:12][CH2:11][N:10]1[C:14]1[CH:19]=[CH:18][N:17]2[N:20]=[CH:21][C:22]([NH:23][C:29]([N:31]3[CH2:32][CH2:33][C@H:38]([OH:41])[CH2:35]3)=[O:30])=[C:16]2[N:15]=1. The yield is 0.740.